This data is from NCI-60 drug combinations with 297,098 pairs across 59 cell lines. The task is: Regression. Given two drug SMILES strings and cell line genomic features, predict the synergy score measuring deviation from expected non-interaction effect. (1) Drug 1: CCCCC(=O)OCC(=O)C1(CC(C2=C(C1)C(=C3C(=C2O)C(=O)C4=C(C3=O)C=CC=C4OC)O)OC5CC(C(C(O5)C)O)NC(=O)C(F)(F)F)O. Drug 2: CC1CCC2CC(C(=CC=CC=CC(CC(C(=O)C(C(C(=CC(C(=O)CC(OC(=O)C3CCCCN3C(=O)C(=O)C1(O2)O)C(C)CC4CCC(C(C4)OC)O)C)C)O)OC)C)C)C)OC. Cell line: SF-268. Synergy scores: CSS=39.6, Synergy_ZIP=0.683, Synergy_Bliss=2.29, Synergy_Loewe=-0.298, Synergy_HSA=0.283. (2) Drug 1: C#CCC(CC1=CN=C2C(=N1)C(=NC(=N2)N)N)C3=CC=C(C=C3)C(=O)NC(CCC(=O)O)C(=O)O. Drug 2: C(CN)CNCCSP(=O)(O)O. Cell line: SNB-19. Synergy scores: CSS=-4.28, Synergy_ZIP=2.51, Synergy_Bliss=-1.25, Synergy_Loewe=-5.81, Synergy_HSA=-6.24.